From a dataset of Reaction yield outcomes from USPTO patents with 853,638 reactions. Predict the reaction yield, written as a fraction of the theoretical maximum amount of product (1.0 means a 100% yield; for example, 0.34 means a 34% yield). (1) The reactants are [CH2:1]([NH:5][C:6]([C:8]1[CH:29]=[CH:28][C:11]2[S:12][C:13]3[CH:27]=[CH:26][CH:25]=[CH:24][C:14]=3[C:15]([C:17]3[CH:22]=[CH:21][C:20]([Cl:23])=[CH:19][CH:18]=3)=[N:16][C:10]=2[CH:9]=1)=[O:7])[CH2:2][CH2:3][CH3:4].OO.C(=O)(O)[O-:33].[Na+]. The catalyst is C(O)(=O)C.CO. The product is [CH2:1]([NH:5][C:6]([C:8]1[CH:29]=[CH:28][C:11]2[S:12](=[O:33])[C:13]3[CH:27]=[CH:26][CH:25]=[CH:24][C:14]=3[C:15]([C:17]3[CH:22]=[CH:21][C:20]([Cl:23])=[CH:19][CH:18]=3)=[N:16][C:10]=2[CH:9]=1)=[O:7])[CH2:2][CH2:3][CH3:4]. The yield is 0.230. (2) The reactants are [NH2:1][C:2]1[N:10]=[CH:9][N:8]=[C:7]2[C:3]=1[N:4]=[C:5](I)[N:6]2[C:11]1[CH:16]=[CH:15][C:14]([NH:17][C:18]([NH:20][C:21]2[CH:26]=[CH:25][C:24]([Cl:27])=[C:23]([C:28]([F:31])([F:30])[F:29])[CH:22]=2)=[O:19])=[CH:13][CH:12]=1.[CH:33]([Sn](CCCC)(CCCC)CCCC)=[CH2:34]. The catalyst is CN(C)C=O. The product is [NH2:1][C:2]1[N:10]=[CH:9][N:8]=[C:7]2[C:3]=1[N:4]=[C:5]([CH:33]=[CH2:34])[N:6]2[C:11]1[CH:16]=[CH:15][C:14]([NH:17][C:18]([NH:20][C:21]2[CH:26]=[CH:25][C:24]([Cl:27])=[C:23]([C:28]([F:31])([F:30])[F:29])[CH:22]=2)=[O:19])=[CH:13][CH:12]=1. The yield is 0.930. (3) The reactants are Cl[C:2]1[CH:20]=[CH:19][C:5]2[CH:6]=[CH:7][C:8]3[CH:18]=[CH:17][CH:16]=[CH:15][C:9]=3[N:10]([C:12](=[O:14])[CH3:13])[CH2:11][C:4]=2[N:3]=1.[C:21]1(B(O)O)[CH:26]=[CH:25][CH:24]=[CH:23][CH:22]=1.C(N1C2C=CC=CC=2C=CC2N=C(C3C=NC(OC)=CC=3)C(F)=CC=2C1)(=O)C. No catalyst specified. The product is [C:12]([N:10]1[C:9]2[CH:15]=[CH:16][CH:17]=[CH:18][C:8]=2[CH:7]=[CH:6][C:5]2[CH:19]=[CH:20][C:2]([C:21]3[CH:26]=[CH:25][CH:24]=[CH:23][CH:22]=3)=[N:3][C:4]=2[CH2:11]1)(=[O:14])[CH3:13]. The yield is 1.00.